This data is from Catalyst prediction with 721,799 reactions and 888 catalyst types from USPTO. The task is: Predict which catalyst facilitates the given reaction. (1) Reactant: [CH2:1]([N:8]1[CH2:13][CH:12]=[C:11]([C:14](=[O:22])[CH2:15][C:16]2[CH:20]=[CH:19][S:18][C:17]=2[F:21])[CH2:10][CH2:9]1)[C:2]1[CH:7]=[CH:6][CH:5]=[CH:4][CH:3]=1. Product: [CH2:1]([N:8]1[CH2:13][CH2:12][CH:11]([C:14](=[O:22])[CH2:15][C:16]2[CH:20]=[CH:19][S:18][C:17]=2[F:21])[CH2:10][CH2:9]1)[C:2]1[CH:7]=[CH:6][CH:5]=[CH:4][CH:3]=1. The catalyst class is: 8. (2) Reactant: [Br:1][C:2]1[CH:3]=[C:4]([CH:12]([CH2:16][CH:17]2[CH2:21][CH2:20][CH2:19][CH2:18]2)[C:13]([OH:15])=O)[CH:5]=[CH:6][C:7]=1[S:8]([CH3:11])(=[O:10])=[O:9].C(Cl)(=O)C(Cl)=O.C(N(CC)C(C)C)(C)C.[NH2:37][C:38]1[CH:43]=[CH:42][N:41]=[CH:40][N:39]=1. Product: [Br:1][C:2]1[CH:3]=[C:4]([CH:12]([CH2:16][CH:17]2[CH2:21][CH2:20][CH2:19][CH2:18]2)[C:13]([NH:37][C:38]2[CH:43]=[CH:42][N:41]=[CH:40][N:39]=2)=[O:15])[CH:5]=[CH:6][C:7]=1[S:8]([CH3:11])(=[O:9])=[O:10]. The catalyst class is: 832.